This data is from NCI-60 drug combinations with 297,098 pairs across 59 cell lines. The task is: Regression. Given two drug SMILES strings and cell line genomic features, predict the synergy score measuring deviation from expected non-interaction effect. (1) Drug 1: CC1OCC2C(O1)C(C(C(O2)OC3C4COC(=O)C4C(C5=CC6=C(C=C35)OCO6)C7=CC(=C(C(=C7)OC)O)OC)O)O. Drug 2: CC1C(C(=O)NC(C(=O)N2CCCC2C(=O)N(CC(=O)N(C(C(=O)O1)C(C)C)C)C)C(C)C)NC(=O)C3=C4C(=C(C=C3)C)OC5=C(C(=O)C(=C(C5=N4)C(=O)NC6C(OC(=O)C(N(C(=O)CN(C(=O)C7CCCN7C(=O)C(NC6=O)C(C)C)C)C)C(C)C)C)N)C. Cell line: SK-MEL-5. Synergy scores: CSS=20.1, Synergy_ZIP=-3.59, Synergy_Bliss=4.61, Synergy_Loewe=2.97, Synergy_HSA=3.39. (2) Drug 1: C1CN1C2=NC(=NC(=N2)N3CC3)N4CC4. Drug 2: COCCOC1=C(C=C2C(=C1)C(=NC=N2)NC3=CC=CC(=C3)C#C)OCCOC.Cl. Cell line: HCT-15. Synergy scores: CSS=40.7, Synergy_ZIP=-3.97, Synergy_Bliss=-0.902, Synergy_Loewe=-1.33, Synergy_HSA=-1.39.